This data is from Forward reaction prediction with 1.9M reactions from USPTO patents (1976-2016). The task is: Predict the product of the given reaction. (1) The product is: [Cl:1][C:2]1[C:3]([C:11]([NH:16][CH2:15][CH3:14])=[O:13])=[CH:4][NH:5][C:6]=1[C:7]([O:9][CH3:10])=[O:8]. Given the reactants [Cl:1][C:2]1[C:3]([C:11]([OH:13])=O)=[CH:4][NH:5][C:6]=1[C:7]([O:9][CH3:10])=[O:8].[CH3:14][CH2:15][N:16](C(C)C)C(C)C.CN(C(ON1N=NC2C=CC=NC1=2)=[N+](C)C)C.F[P-](F)(F)(F)(F)F.C(N)C, predict the reaction product. (2) Given the reactants [H-].[Na+].[OH:3][CH2:4][C:5]1[O:9][N:8]=[C:7]([C:10]([O:12][CH2:13][CH3:14])=[O:11])[CH:6]=1.Br[CH2:16][C:17]1[O:18][C:19]2[CH:25]=[CH:24][CH:23]=[CH:22][C:20]=2[CH:21]=1.[Cl-].[NH4+], predict the reaction product. The product is: [O:18]1[C:19]2[CH:25]=[CH:24][CH:23]=[CH:22][C:20]=2[CH:21]=[C:17]1[CH2:16][O:3][CH2:4][C:5]1[O:9][N:8]=[C:7]([C:10]([O:12][CH2:13][CH3:14])=[O:11])[CH:6]=1. (3) Given the reactants Br[C:2]1[C:3](Br)=[C:4]([CH3:8])[CH:5]=[CH:6][CH:7]=1.[Cl:10][C:11]1[N:16]=[C:15]([C:17]2[NH:18][C:19]3[C:24]([CH:25]=2)=[C:23]([F:26])[CH:22]=[CH:21][CH:20]=3)[C:14]([OH:27])=[CH:13][CH:12]=1.C([O-])([O-])=O.[Cs+].[Cs+], predict the reaction product. The product is: [Cl:10][C:11]1[CH:12]=[CH:13][C:14]2[O:27][CH:8]([C:4]3[CH:5]=[CH:6][CH:7]=[CH:2][CH:3]=3)[N:18]3[C:19]4[CH:20]=[CH:21][CH:22]=[C:23]([F:26])[C:24]=4[CH:25]=[C:17]3[C:15]=2[N:16]=1. (4) Given the reactants [NH2:1][C@H:2]1[CH2:7][CH2:6][CH2:5][CH2:4][C@H:3]1[NH:8][C:9](=[O:26])[C:10]1[C:15]([C:16]([F:19])([F:18])[F:17])=[CH:14][C:13]([C:20]([F:23])([F:22])[F:21])=[CH:12][C:11]=1[O:24][CH3:25].[C:27]1(=O)[CH2:31][CH2:30][CH2:29][CH2:28]1, predict the reaction product. The product is: [CH:27]1([NH:1][CH:2]2[CH2:7][CH2:6][CH2:5][CH2:4][CH:3]2[NH:8][C:9](=[O:26])[C:10]2[C:15]([C:16]([F:19])([F:18])[F:17])=[CH:14][C:13]([C:20]([F:21])([F:22])[F:23])=[CH:12][C:11]=2[O:24][CH3:25])[CH2:31][CH2:30][CH2:29][CH2:28]1. (5) Given the reactants C[O:2][C:3]1[CH:8]=[CH:7][C:6]([C:9]2[N:13]=[C:12]([C:14]3[CH:19]=[CH:18][C:17](OC)=[CH:16][CH:15]=3)[S:11][N:10]=2)=[CH:5][CH:4]=1.CCCCCC.C(OCC)(=[O:30])C, predict the reaction product. The product is: [OH:2][C:3]1[CH:8]=[CH:7][C:6]([C:9]2[N:13]=[C:12]([C:14]3[CH:19]=[C:18]([OH:30])[CH:17]=[CH:16][CH:15]=3)[S:11][N:10]=2)=[CH:5][CH:4]=1. (6) Given the reactants [CH2:1]([O:3][C:4]([C:6]1[C:7](O)=[C:8]2[C:14]([C:15]3[CH:20]=[CH:19][C:18]([CH3:21])=[CH:17][CH:16]=3)=[N:13][N:12]([C:22]([CH3:25])([CH3:24])[CH3:23])[C:9]2=[N:10][CH:11]=1)=[O:5])[CH3:2].O=P(Cl)(Cl)[Cl:29], predict the reaction product. The product is: [CH2:1]([O:3][C:4]([C:6]1[C:7]([Cl:29])=[C:8]2[C:14]([C:15]3[CH:20]=[CH:19][C:18]([CH3:21])=[CH:17][CH:16]=3)=[N:13][N:12]([C:22]([CH3:25])([CH3:24])[CH3:23])[C:9]2=[N:10][CH:11]=1)=[O:5])[CH3:2].